This data is from Reaction yield outcomes from USPTO patents with 853,638 reactions. The task is: Predict the reaction yield, written as a fraction of the theoretical maximum amount of product (1.0 means a 100% yield; for example, 0.34 means a 34% yield). (1) The reactants are [CH3:1][O:2][C:3]1[C:12]2[C:7](=[CH:8][CH:9]=[C:10]([O:13][CH3:14])[CH:11]=2)[C:6](=O)[NH:5][CH:4]=1.O=P(Cl)(Cl)[Cl:18]. No catalyst specified. The product is [Cl:18][C:6]1[C:7]2[C:12](=[CH:11][C:10]([O:13][CH3:14])=[CH:9][CH:8]=2)[C:3]([O:2][CH3:1])=[CH:4][N:5]=1. The yield is 0.275. (2) The reactants are Br[C:2]1[CH:3]=[N:4][N:5]([CH3:18])[C:6]=1[C:7]1[CH:8]=[C:9]([C:14]([O:16][CH3:17])=[O:15])[S:10][C:11]=1[CH2:12][CH3:13].C(=O)([O-])[O-].[K+].[K+].O1CCO[CH2:27][CH2:26]1. The catalyst is O.CC(C)([P](C(C)(C)C)([Pd][P](C(C)(C)C)(C(C)(C)C)C(C)(C)C)C(C)(C)C)C. The product is [CH:26]([C:2]1[CH:3]=[N:4][N:5]([CH3:18])[C:6]=1[C:7]1[CH:8]=[C:9]([C:14]([O:16][CH3:17])=[O:15])[S:10][C:11]=1[CH2:12][CH3:13])=[CH2:27]. The yield is 0.730. (3) The yield is 0.540. The catalyst is ClCCl. The product is [CH2:31]([S:33]([NH:1][C:2]1[CH:3]=[CH:4][C:5]([CH3:24])=[C:6]([C:8]2[CH:17]=[C:16]3[C:11]([CH:12]=[C:13]([NH:18][C:19]([CH:21]4[CH2:22][CH2:23]4)=[O:20])[N:14]=[CH:15]3)=[CH:10][CH:9]=2)[CH:7]=1)(=[O:35])=[O:34])[CH3:32]. The reactants are [NH2:1][C:2]1[CH:3]=[CH:4][C:5]([CH3:24])=[C:6]([C:8]2[CH:17]=[C:16]3[C:11]([CH:12]=[C:13]([NH:18][C:19]([CH:21]4[CH2:23][CH2:22]4)=[O:20])[N:14]=[CH:15]3)=[CH:10][CH:9]=2)[CH:7]=1.N1C=CC=CC=1.[CH2:31]([S:33](Cl)(=[O:35])=[O:34])[CH3:32].